Dataset: Full USPTO retrosynthesis dataset with 1.9M reactions from patents (1976-2016). Task: Predict the reactants needed to synthesize the given product. (1) Given the product [NH2:1][C:2]1[CH:3]=[C:4]([CH2:8][CH2:9][C:10]2[C:11]([N:25]3[CH2:26][CH2:27][O:28][CH2:29][CH2:30]3)=[CH:12][C:13]([CH3:24])=[C:14]([NH:16][C:17](=[O:23])[O:18][C:19]([CH3:20])([CH3:21])[CH3:22])[CH:15]=2)[CH:5]=[CH:6][CH:7]=1, predict the reactants needed to synthesize it. The reactants are: [NH2:1][C:2]1[CH:3]=[C:4]([C:8]#[C:9][C:10]2[C:11]([N:25]3[CH2:30][CH2:29][O:28][CH2:27][CH2:26]3)=[CH:12][C:13]([CH3:24])=[C:14]([NH:16][C:17](=[O:23])[O:18][C:19]([CH3:22])([CH3:21])[CH3:20])[CH:15]=2)[CH:5]=[CH:6][CH:7]=1.[H][H]. (2) The reactants are: [N+](=CC([O-])=O)=[N-].[Br:7][C:8]1[CH:13]=[CH:12][C:11]([C@@H:14]2[CH2:16][C@H:15]2[C:17]([O:19][CH2:20][CH3:21])=[O:18])=[CH:10][CH:9]=1.BrC1C=CC(C=C)=CC=1.[Li+].[OH-]. Given the product [Br:7][C:8]1[CH:9]=[CH:10][C:11]([C@@H:14]2[CH2:16][C@H:15]2[C:17]([OH:19])=[O:18])=[CH:12][CH:13]=1.[Br:7][C:8]1[CH:9]=[CH:10][C:11]([C@H:14]2[CH2:16][C@H:15]2[C:17]([O:19][CH2:20][CH3:21])=[O:18])=[CH:12][CH:13]=1, predict the reactants needed to synthesize it. (3) The reactants are: [Cl:1][C:2]1[N:7]=[C:6]([C:8]2[S:12][C:11]([CH2:13][NH:14][CH2:15][C:16]3[CH:21]=[CH:20][C:19]([O:22][CH3:23])=[CH:18][CH:17]=3)=[CH:10][CH:9]=2)[CH:5]=[CH:4][N:3]=1.N1C=CC=CC=1.CCN(CC)CC.[C:37](Cl)(=[O:44])[C:38]1[CH:43]=[CH:42][CH:41]=[CH:40][CH:39]=1. Given the product [Cl:1][C:2]1[N:7]=[C:6]([C:8]2[S:12][C:11]([CH2:13][N:14]([CH2:15][C:16]3[CH:17]=[CH:18][C:19]([O:22][CH3:23])=[CH:20][CH:21]=3)[C:37](=[O:44])[C:38]3[CH:43]=[CH:42][CH:41]=[CH:40][CH:39]=3)=[CH:10][CH:9]=2)[CH:5]=[CH:4][N:3]=1, predict the reactants needed to synthesize it. (4) Given the product [S:18]([N:14]1[C:15]2[C:11](=[CH:10][C:9]([C@H:41]3[CH2:40][CH2:39][CH:38]=[CH:37]3)=[CH:17][CH:16]=2)[CH:12]=[CH:13]1)([C:21]1[CH:27]=[CH:26][C:24]([CH3:25])=[CH:23][CH:22]=1)(=[O:20])=[O:19], predict the reactants needed to synthesize it. The reactants are: O([C:9]1[CH:10]=[C:11]2[C:15](=[CH:16][CH:17]=1)[N:14]([S:18]([C:21]1[CH:27]=[CH:26][C:24]([CH3:25])=[CH:23][CH:22]=1)(=[O:20])=[O:19])[CH:13]=[CH:12]2)S(C(F)(F)F)(=O)=O.C(N(C(C)C)C(C)C)C.[CH:37]1[CH2:41][CH2:40][CH2:39][CH:38]=1. (5) Given the product [OH:4][NH:9]/[CH:11]=[N:12]/[C:13]([C:15]1[N:20]=[CH:19][N:18]=[C:17]([O:21][C:22]2[CH:23]=[C:24]([NH:28][C:29](=[O:35])[O:30][C:31]([CH3:34])([CH3:33])[CH3:32])[CH:25]=[CH:26][CH:27]=2)[CH:16]=1)=[O:14], predict the reactants needed to synthesize it. The reactants are: Cl.C(O)(=[O:4])C.[OH-].[K+].C[N:9](/[CH:11]=[N:12]/[C:13]([C:15]1[N:20]=[CH:19][N:18]=[C:17]([O:21][C:22]2[CH:23]=[C:24]([NH:28][C:29](=[O:35])[O:30][C:31]([CH3:34])([CH3:33])[CH3:32])[CH:25]=[CH:26][CH:27]=2)[CH:16]=1)=[O:14])C.